This data is from Full USPTO retrosynthesis dataset with 1.9M reactions from patents (1976-2016). The task is: Predict the reactants needed to synthesize the given product. (1) Given the product [C:1]([O:5][C:6](=[O:35])[C@H:7]([CH2:27][C:28]([O:30][C:31]([CH3:32])([CH3:34])[CH3:33])=[O:29])[NH:8][C:9](=[O:26])[C@H:10]([CH:23]([CH3:25])[CH3:24])[NH:11][CH3:12])([CH3:2])([CH3:3])[CH3:4], predict the reactants needed to synthesize it. The reactants are: [C:1]([O:5][C:6](=[O:35])[C@H:7]([CH2:27][C:28]([O:30][C:31]([CH3:34])([CH3:33])[CH3:32])=[O:29])[NH:8][C:9](=[O:26])[C@H:10]([CH:23]([CH3:25])[CH3:24])[N:11](C(OCC1C=CC=CC=1)=O)[CH3:12])([CH3:4])([CH3:3])[CH3:2]. (2) Given the product [CH2:6]([C@@H:13]1[CH2:18][N:17]([CH2:19][C:20]2[CH:25]=[CH:24][CH:23]=[CH:22][CH:21]=2)[CH2:16][CH2:15][N:14]1[S:26]([CH2:29][C:30]([C:31]1[CH:36]=[CH:35][CH:34]=[CH:33][CH:32]=1)=[O:37])(=[O:28])=[O:27])[C:7]1[CH:12]=[CH:11][CH:10]=[CH:9][CH:8]=1, predict the reactants needed to synthesize it. The reactants are: C([Li])CCC.[CH2:6]([C@@H:13]1[CH2:18][N:17]([CH2:19][C:20]2[CH:25]=[CH:24][CH:23]=[CH:22][CH:21]=2)[CH2:16][CH2:15][N:14]1[S:26]([CH3:29])(=[O:28])=[O:27])[C:7]1[CH:12]=[CH:11][CH:10]=[CH:9][CH:8]=1.[C:30](OC)(=[O:37])[C:31]1[CH:36]=[CH:35][CH:34]=[CH:33][CH:32]=1.Cl.C(=O)(O)[O-].[Na+]. (3) Given the product [Br:24][C:12]1[C:11]2[C:15](=[CH:16][C:8]([C:5]3[CH:4]=[CH:3][C:2]([F:1])=[CH:7][CH:6]=3)=[CH:9][CH:10]=2)[N:14]([C:17]([O:19][C:20]([CH3:23])([CH3:22])[CH3:21])=[O:18])[CH:13]=1, predict the reactants needed to synthesize it. The reactants are: [F:1][C:2]1[CH:7]=[CH:6][C:5]([C:8]2[CH:16]=[C:15]3[C:11]([CH:12]=[CH:13][N:14]3[C:17]([O:19][C:20]([CH3:23])([CH3:22])[CH3:21])=[O:18])=[CH:10][CH:9]=2)=[CH:4][CH:3]=1.[Br:24]N1C(=O)CCC1=O. (4) Given the product [CH3:11][N:12]([CH3:16])[CH2:13][CH2:14][NH:15][C:2]1[CH:7]=[CH:6][C:5]([NH2:8])=[CH:4][N:3]=1, predict the reactants needed to synthesize it. The reactants are: Cl[C:2]1[CH:7]=[CH:6][C:5]([N+:8]([O-])=O)=[CH:4][N:3]=1.[CH3:11][N:12]([CH3:16])[CH2:13][CH2:14][NH2:15].C(N(CC)CC)C. (5) Given the product [NH:15]1[C:23]2[C:18](=[CH:19][CH:20]=[C:21](/[CH:24]=[C:6]3/[C:7](=[O:14])[NH:8][C:9]4[C:5]/3=[CH:4][C:3]([O:2][CH3:1])=[C:11]([O:12][CH3:13])[CH:10]=4)[CH:22]=2)[CH:17]=[N:16]1, predict the reactants needed to synthesize it. The reactants are: [CH3:1][O:2][C:3]1[CH:4]=[C:5]2[C:9](=[CH:10][C:11]=1[O:12][CH3:13])[NH:8][C:7](=[O:14])[CH2:6]2.[NH:15]1[C:23]2[C:18](=[CH:19][CH:20]=[C:21]([CH:24]=O)[CH:22]=2)[CH:17]=[N:16]1.